Dataset: Forward reaction prediction with 1.9M reactions from USPTO patents (1976-2016). Task: Predict the product of the given reaction. (1) Given the reactants [CH:1]([N:4]1[C:8]2[CH:9]=[CH:10][C:11]([N:13]3[CH2:17][C@H:16]([C:18]([O:20]C)=O)[O:15][C:14]3=[O:22])=[CH:12][C:7]=2[S:6][C:5]1=[O:23])([CH3:3])[CH3:2].[CH3:24][NH2:25], predict the reaction product. The product is: [CH3:24][NH:25][C:18]([C@@H:16]1[O:15][C:14](=[O:22])[N:13]([C:11]2[CH:10]=[CH:9][C:8]3[N:4]([CH:1]([CH3:2])[CH3:3])[C:5](=[O:23])[S:6][C:7]=3[CH:12]=2)[CH2:17]1)=[O:20]. (2) Given the reactants [Cl:1][C:2]1[C:3]([CH:8]([C:10]2[CH:19]=[C:18]3[C:13]([CH:14]=[CH:15][C:16]([C:20]4[CH:25]=[CH:24][CH:23]=[CH:22][CH:21]=4)=[N:17]3)=[CH:12][CH:11]=2)O)=[N:4][CH:5]=[CH:6][N:7]=1.[C:26]1(=[O:36])[NH:30][C:29](=[O:31])[C:28]2=[CH:32][CH:33]=[CH:34][CH:35]=[C:27]12.C1C=CC(P(C2C=CC=CC=2)C2C=CC=CC=2)=CC=1.CC(OC(/N=N/C(OC(C)C)=O)=O)C, predict the reaction product. The product is: [Cl:1][C:2]1[C:3]([CH:8]([C:10]2[CH:19]=[C:18]3[C:13]([CH:14]=[CH:15][C:16]([C:20]4[CH:21]=[CH:22][CH:23]=[CH:24][CH:25]=4)=[N:17]3)=[CH:12][CH:11]=2)[N:30]2[C:26](=[O:36])[C:27]3[C:28](=[CH:32][CH:33]=[CH:34][CH:35]=3)[C:29]2=[O:31])=[N:4][CH:5]=[CH:6][N:7]=1.